Dataset: Full USPTO retrosynthesis dataset with 1.9M reactions from patents (1976-2016). Task: Predict the reactants needed to synthesize the given product. (1) Given the product [C:42]([O:41][C:40]([NH:39][C:36]1([C:25]2[O:24][N:23]=[C:22]([CH3:21])[C:26]=2[C:2]2[CH:11]=[CH:10][C:9]([Cl:12])=[CH:8][C:3]=2[C:4]([O:6][CH3:7])=[O:5])[CH2:38][CH2:37]1)=[O:46])([CH3:45])([CH3:44])[CH3:43], predict the reactants needed to synthesize it. The reactants are: Br[C:2]1[CH:11]=[CH:10][C:9]([Cl:12])=[CH:8][C:3]=1[C:4]([O:6][CH3:7])=[O:5].P([O-])([O-])([O-])=O.[K+].[K+].[K+].[CH3:21][C:22]1[C:26](B2OC(C)(C)C(C)(C)O2)=[C:25]([C:36]2([NH:39][C:40](=[O:46])[O:41][C:42]([CH3:45])([CH3:44])[CH3:43])[CH2:38][CH2:37]2)[O:24][N:23]=1. (2) Given the product [ClH:15].[Cl:15][C:16]1[CH:35]=[CH:34][C:33]([CH2:36][CH2:37][CH2:38][NH:40][CH2:41][CH2:42][CH2:43][OH:44])=[CH:32][C:17]=1[C:18]([NH:20][CH2:21][C:22]12[CH2:31][CH:26]3[CH2:27][CH:28]([CH2:30][CH:24]([CH2:25]3)[CH2:23]1)[CH2:29]2)=[O:19], predict the reactants needed to synthesize it. The reactants are: C(O[BH-](OC(=O)C)OC(=O)C)(=O)C.[Na+].[Cl:15][C:16]1[CH:35]=[CH:34][C:33]([CH2:36][CH2:37][CH:38]=O)=[CH:32][C:17]=1[C:18]([NH:20][CH2:21][C:22]12[CH2:31][CH:26]3[CH2:27][CH:28]([CH2:30][CH:24]([CH2:25]3)[CH2:23]1)[CH2:29]2)=[O:19].[NH2:40][CH2:41][CH2:42][CH2:43][OH:44]. (3) Given the product [Cl:39][C:40]1[CH:41]=[C:42]2[C:46](=[C:47]([CH:49]([O:50][CH2:51][C:52]3([C:65]4[CH:70]=[CH:69][C:68]([F:71])=[CH:67][CH:66]=4)[CH2:53][CH2:54][N:55]([CH3:58])[CH2:56][CH2:57]3)[C:72]#[N:73])[CH:48]=1)[NH:45][N:44]=[CH:43]2, predict the reactants needed to synthesize it. The reactants are: FC(F)(F)C(O)=O.ClC1C=C2C(=C(C(OCC3(C4C=CC(F)=CC=4)CCN(C)CC3)C(OC)=O)C=1)NN=C2.[Cl:39][C:40]1[CH:41]=[C:42]2[C:46](=[C:47]([CH:49]([C:72]#[N:73])[O:50][CH2:51][C:52]3([C:65]4[CH:70]=[CH:69][C:68]([F:71])=[CH:67][CH:66]=4)[CH2:57][CH2:56][N:55]([C:58](OC(C)(C)C)=O)[CH2:54][CH2:53]3)[CH:48]=1)[NH:45][N:44]=[CH:43]2. (4) Given the product [NH2:1][C:2]([C:4]1[CH:5]=[N:6][C:7]2[C:12]([C:13]=1[NH:14][C:15]1[CH:16]=[C:17]([CH:23]=[CH:24][CH:25]=1)[C:18]([OH:20])=[O:19])=[CH:11][CH:10]=[C:9]([C:26]1[N:30]([CH3:31])[C:29]([CH3:32])=[N:28][CH:27]=1)[CH:8]=2)=[O:3], predict the reactants needed to synthesize it. The reactants are: [NH2:1][C:2]([C:4]1[CH:5]=[N:6][C:7]2[C:12]([C:13]=1[NH:14][C:15]1[CH:16]=[C:17]([CH:23]=[CH:24][CH:25]=1)[C:18]([O:20]CC)=[O:19])=[CH:11][CH:10]=[C:9]([C:26]1[N:30]([CH3:31])[C:29]([CH3:32])=[N:28][CH:27]=1)[CH:8]=2)=[O:3].[OH-].[Na+]. (5) Given the product [C:33]1([CH:29]([C:23]2[CH:24]=[CH:25][CH:26]=[CH:27][CH:28]=2)[CH2:30][CH2:31][NH:32][C:20]([C:7]2[CH:8]([C:13]3[CH:18]=[CH:17][CH:16]=[C:15]([Cl:19])[CH:14]=3)[NH:9][C:10](=[O:12])[NH:11][C:6]=2[CH2:5][O:4][CH2:3][CH2:2][Cl:1])=[O:22])[CH:34]=[CH:35][CH:36]=[CH:37][CH:38]=1, predict the reactants needed to synthesize it. The reactants are: [Cl:1][CH2:2][CH2:3][O:4][CH2:5][C:6]1[NH:11][C:10](=[O:12])[NH:9][CH:8]([C:13]2[CH:18]=[CH:17][CH:16]=[C:15]([Cl:19])[CH:14]=2)[C:7]=1[C:20]([OH:22])=O.[C:23]1([CH:29]([C:33]2[CH:38]=[CH:37][CH:36]=[CH:35][CH:34]=2)[CH2:30][CH2:31][NH2:32])[CH:28]=[CH:27][CH:26]=[CH:25][CH:24]=1.CCN=C=NCCCN(C)C.Cl.